From a dataset of Forward reaction prediction with 1.9M reactions from USPTO patents (1976-2016). Predict the product of the given reaction. (1) The product is: [Br:1][CH2:2][CH2:3][CH2:4][CH2:5][CH2:6][CH2:7][CH2:8][CH2:9][O:10][C:11]1[CH:12]=[CH:13][C:14]([CH3:18])=[CH:15][CH:16]=1. Given the reactants [Br:1][CH2:2][CH2:3][CH2:4][CH2:5][CH2:6][CH2:7][CH2:8][CH2:9][O:10][C:11]1[CH:16]=[CH:15][CH:14]=[C:13](C)[CH:12]=1.[CH:18]1C(O)=CC=C(C)C=1.BrCCCCCCCCBr.C([O-])([O-])=O.[K+].[K+], predict the reaction product. (2) Given the reactants [CH3:1][N:2]1[C@@H:6]([CH2:7][C:8]2[C:12]3[CH:13]=[C:14]([CH2:17][CH2:18][S:19]([C:22]4[CH:23]=[CH:24][CH:25]=[CH:26][CH:27]=4)(=[O:21])=[O:20])[CH:15]=[CH:16][C:11]=3[NH:10][CH:9]=2)[CH2:5][CH2:4][CH2:3]1.[BrH:28], predict the reaction product. The product is: [CH3:1][N:2]1[C@@H:6]([CH2:7][C:8]2[C:12]3[CH:13]=[C:14]([CH2:17][CH2:18][S:19]([C:22]4[CH:23]=[CH:24][CH:25]=[CH:26][CH:27]=4)(=[O:20])=[O:21])[CH:15]=[CH:16][C:11]=3[NH:10][CH:9]=2)[CH2:5][CH2:4][CH2:3]1.[OH2:20].[BrH:28].